Dataset: Peptide-MHC class I binding affinity with 185,985 pairs from IEDB/IMGT. Task: Regression. Given a peptide amino acid sequence and an MHC pseudo amino acid sequence, predict their binding affinity value. This is MHC class I binding data. The peptide sequence is STTASAKV. The binding affinity (normalized) is 0.386. The MHC is Mamu-A01 with pseudo-sequence Mamu-A01.